From a dataset of Reaction yield outcomes from USPTO patents with 853,638 reactions. Predict the reaction yield, written as a fraction of the theoretical maximum amount of product (1.0 means a 100% yield; for example, 0.34 means a 34% yield). (1) The reactants are [C:1]([O:5][C:6](=[O:48])[C:7]1[CH:12]=[CH:11][C:10]([CH2:13][CH2:14][S:15]([N:18]2[CH2:46][CH2:45][C:21]3([N:25]=[C:24]([C:26]4[CH:31]=[C:30]([C:32]([F:35])([F:34])[F:33])[CH:29]=[C:28]([O:36]CC5C=CC=CC=5)[CH:27]=4)[NH:23][C:22]3=[O:44])[CH2:20][CH2:19]2)(=[O:17])=[O:16])=[C:9]([CH3:47])[CH:8]=1)([CH3:4])([CH3:3])[CH3:2].[H][H].ClCCl.CO. The catalyst is C(OCC)(=O)C.C1COCC1.[Pd]. The product is [C:1]([O:5][C:6](=[O:48])[C:7]1[CH:12]=[CH:11][C:10]([CH2:13][CH2:14][S:15]([N:18]2[CH2:19][CH2:20][C:21]3([N:25]=[C:24]([C:26]4[CH:31]=[C:30]([C:32]([F:33])([F:35])[F:34])[CH:29]=[C:28]([OH:36])[CH:27]=4)[NH:23][C:22]3=[O:44])[CH2:45][CH2:46]2)(=[O:16])=[O:17])=[C:9]([CH3:47])[CH:8]=1)([CH3:4])([CH3:3])[CH3:2]. The yield is 0.938. (2) The reactants are C[O:2][C:3](=[O:39])[C:4]1[CH:16]=[CH:15][C:14]([O:17][CH2:18][CH2:19][CH2:20][CH2:21][CH2:22][CH2:23][CH2:24][CH2:25][CH2:26][CH2:27][CH2:28][CH2:29][CH2:30][CH2:31][C:32]([O:34][C:35]([CH3:38])([CH3:37])[CH3:36])=[O:33])=[C:6]([C:7]([O:9][C:10]([CH3:13])([CH3:12])[CH3:11])=[O:8])[CH:5]=1.[OH-].[Na+].Cl.O. The catalyst is CO. The product is [C:10]([O:9][C:7](=[O:8])[C:6]1[CH:5]=[C:4]([CH:16]=[CH:15][C:14]=1[O:17][CH2:18][CH2:19][CH2:20][CH2:21][CH2:22][CH2:23][CH2:24][CH2:25][CH2:26][CH2:27][CH2:28][CH2:29][CH2:30][CH2:31][C:32]([O:34][C:35]([CH3:38])([CH3:37])[CH3:36])=[O:33])[C:3]([OH:39])=[O:2])([CH3:13])([CH3:12])[CH3:11]. The yield is 0.890. (3) The reactants are [F:1][C:2]1[CH:12]=[CH:11][C:5]2[NH:6][C:7](=[O:10])[CH2:8][O:9][C:4]=2[CH:3]=1.Br[CH2:14][C@@H:15]([CH3:25])[CH2:16][O:17][Si:18]([C:21]([CH3:24])([CH3:23])[CH3:22])([CH3:20])[CH3:19].C([O-])([O-])=O.[Cs+].[Cs+]. The catalyst is CCCCCCC.CCOC(C)=O. The product is [Si:18]([O:17][CH2:16][C@@H:15]([CH3:25])[CH2:14][N:6]1[C:5]2[CH:11]=[CH:12][C:2]([F:1])=[CH:3][C:4]=2[O:9][CH2:8][C:7]1=[O:10])([C:21]([CH3:22])([CH3:23])[CH3:24])([CH3:19])[CH3:20]. The yield is 0.710. (4) The reactants are [C:1]1([CH:7]([C:18]2[CH:23]=[CH:22][CH:21]=[CH:20][CH:19]=2)[N:8]2[CH2:11][CH:10]([N:12]3[CH2:17][CH2:16][NH:15][CH2:14][CH2:13]3)[CH2:9]2)[CH:6]=[CH:5][CH:4]=[CH:3][CH:2]=1.C(N(CC)CC)C.[CH3:31][CH:32]([CH3:36])[C:33](Cl)=[O:34]. The catalyst is C(Cl)Cl. The product is [C:18]1([CH:7]([C:1]2[CH:2]=[CH:3][CH:4]=[CH:5][CH:6]=2)[N:8]2[CH2:9][CH:10]([N:12]3[CH2:17][CH2:16][N:15]([C:33](=[O:34])[CH:32]([CH3:36])[CH3:31])[CH2:14][CH2:13]3)[CH2:11]2)[CH:23]=[CH:22][CH:21]=[CH:20][CH:19]=1. The yield is 0.970. (5) The reactants are [C:1]([C:5]1[C:10]([N+:11]([O-])=O)=[CH:9][C:8]([OH:14])=[C:7]([Cl:15])[CH:6]=1)([CH3:4])([CH3:3])[CH3:2]. The catalyst is CO.[Ni]. The product is [C:1]([C:5]1[C:10]([NH2:11])=[CH:9][C:8]([OH:14])=[C:7]([Cl:15])[CH:6]=1)([CH3:4])([CH3:2])[CH3:3]. The yield is 0.780.